From a dataset of Reaction yield outcomes from USPTO patents with 853,638 reactions. Predict the reaction yield, written as a fraction of the theoretical maximum amount of product (1.0 means a 100% yield; for example, 0.34 means a 34% yield). (1) The reactants are [H-].[Na+].[CH3:3][C:4]1[CH:9]=[C:8]([CH3:10])[CH:7]=[C:6]([CH3:11])[C:5]=1[OH:12].Cl[C:14]1[CH:19]=[CH:18][N:17]=[C:16]([NH:20][C:21]2[CH:28]=[CH:27][C:24]([C:25]#[N:26])=[CH:23][CH:22]=2)[N:15]=1.O. The catalyst is O1CCOCC1. The product is [CH3:3][C:4]1[CH:9]=[C:8]([CH3:10])[CH:7]=[C:6]([CH3:11])[C:5]=1[O:12][C:18]1[CH:19]=[CH:14][N:15]=[C:16]([NH:20][C:21]2[CH:28]=[CH:27][C:24]([C:25]#[N:26])=[CH:23][CH:22]=2)[N:17]=1. The yield is 0.894. (2) The reactants are [C:1]([O:5][C:6]([N:8]1[CH2:13][CH:12]=[C:11]([C:14]2[CH:19]=[CH:18][C:17]([Cl:20])=[CH:16][CH:15]=2)[CH2:10][CH2:9]1)=[O:7])([CH3:4])([CH3:3])[CH3:2].ClC1C=CC=C(C(OO)=[O:29])C=1. The catalyst is C(Cl)Cl. The product is [C:1]([O:5][C:6]([N:8]1[CH2:9][CH2:10][C:11]2([C:14]3[CH:19]=[CH:18][C:17]([Cl:20])=[CH:16][CH:15]=3)[CH:12]([O:29]2)[CH2:13]1)=[O:7])([CH3:4])([CH3:2])[CH3:3]. The yield is 0.650. (3) The reactants are [CH3:1][C:2]([O:5][C:6]([CH2:8]P(OC)(OC)=O)=[O:7])([CH3:4])[CH3:3].[H-].[Na+].[CH:17]([C:19]1[CH:28]=[CH:27][C:22]([C:23]([O:25][CH3:26])=[O:24])=[CH:21][CH:20]=1)=O. The yield is 1.18. The catalyst is C1COCC1. The product is [CH3:26][O:25][C:23](=[O:24])[C:22]1[CH:27]=[CH:28][C:19](/[CH:17]=[CH:8]/[C:6]([O:5][C:2]([CH3:1])([CH3:3])[CH3:4])=[O:7])=[CH:20][CH:21]=1. (4) The catalyst is C1COCC1. The yield is 0.500. The reactants are [CH2:1]([O:8][C:9]([NH:11][C@@H:12]([CH:16]1[CH2:18][CH2:17]1)[C:13](O)=[O:14])=[O:10])[C:2]1[CH:7]=[CH:6][CH:5]=[CH:4][CH:3]=1.Cl. The product is [CH2:1]([O:8][C:9](=[O:10])[NH:11][C@@H:12]([CH:16]1[CH2:18][CH2:17]1)[CH2:13][OH:14])[C:2]1[CH:7]=[CH:6][CH:5]=[CH:4][CH:3]=1.